Task: Predict the reactants needed to synthesize the given product.. Dataset: Full USPTO retrosynthesis dataset with 1.9M reactions from patents (1976-2016) (1) The reactants are: [F:1][C:2]1[CH:7]=[CH:6][C:5]([N:8]2[C:12]([C:13](OCC)=[O:14])=[CH:11][N:10]=[C:9]2[S:18][CH2:19][C:20]2[C:25]([F:26])=[CH:24][CH:23]=[C:22]([F:27])[C:21]=2[F:28])=[CH:4][CH:3]=1.[H-].[Al+3].[Li+].[H-].[H-].[H-]. Given the product [F:1][C:2]1[CH:7]=[CH:6][C:5]([N:8]2[C:12]([CH2:13][OH:14])=[CH:11][N:10]=[C:9]2[S:18][CH2:19][C:20]2[C:25]([F:26])=[CH:24][CH:23]=[C:22]([F:27])[C:21]=2[F:28])=[CH:4][CH:3]=1, predict the reactants needed to synthesize it. (2) Given the product [C:39]([O:43][C:44](=[O:65])[NH:45][C:46](=[NH:47])[C:48]1[S:49][C:50]([S:63][CH3:64])=[C:51]([S:53]([C:56]2[CH:61]=[C:60]([C:2]3[CH:7]=[CH:6][C:5]([NH:8][CH3:9])=[CH:4][C:3]=3[CH3:10])[CH:59]=[CH:58][CH:57]=2)(=[O:55])=[O:54])[CH:52]=1)([CH3:42])([CH3:40])[CH3:41], predict the reactants needed to synthesize it. The reactants are: Br[C:2]1[CH:7]=[CH:6][C:5]([NH:8][CH3:9])=[CH:4][C:3]=1[CH3:10].C1(P(C2CCCCC2)C2C=CC=CC=2C2C=CC=CC=2)CCCCC1.B([O-])[O-].[C:39]([O:43][C:44](=[O:65])[NH:45][C:46]([C:48]1[S:49][C:50]([S:63][CH3:64])=[C:51]([S:53]([C:56]2[CH:61]=[CH:60][CH:59]=[C:58](Br)[CH:57]=2)(=[O:55])=[O:54])[CH:52]=1)=[NH:47])([CH3:42])([CH3:41])[CH3:40].C([O-])([O-])=O.[Na+].[Na+].